Dataset: Reaction yield outcomes from USPTO patents with 853,638 reactions. Task: Predict the reaction yield, written as a fraction of the theoretical maximum amount of product (1.0 means a 100% yield; for example, 0.34 means a 34% yield). (1) The reactants are [OH-].[Na+].[CH3:3][N:4]([CH3:23])[C:5](=[O:22])[CH2:6][CH2:7][CH2:8][C:9]1[CH:14]=[CH:13][C:12]([NH:15]C(=O)C(F)(F)F)=[CH:11][CH:10]=1. The catalyst is CO. The product is [CH3:23][N:4]([CH3:3])[C:5](=[O:22])[CH2:6][CH2:7][CH2:8][C:9]1[CH:10]=[CH:11][C:12]([NH2:15])=[CH:13][CH:14]=1. The yield is 0.660. (2) The reactants are [O:1]1[CH2:5][CH2:4][O:3][CH:2]1[C:6]1[CH:7]=[C:8]([CH:21]=[C:22]([CH3:24])[CH:23]=1)[O:9][C:10]1[NH:15][C:14](=[O:16])[NH:13][C:12](=[O:17])[C:11]=1[CH:18]([CH3:20])[CH3:19].C(=O)([O-])[O-].[K+].[K+].Cl.Cl[CH2:33][C:34]1[CH:39]=[CH:38][N:37]=[CH:36][CH:35]=1.[I-].[Li+]. The catalyst is CN(C=O)C. The product is [O:3]1[CH2:4][CH2:5][O:1][CH:2]1[C:6]1[CH:7]=[C:8]([CH:21]=[C:22]([CH3:24])[CH:23]=1)[O:9][C:10]1[N:15]([CH2:33][C:34]2[CH:39]=[CH:38][N:37]=[CH:36][CH:35]=2)[C:14](=[O:16])[NH:13][C:12](=[O:17])[C:11]=1[CH:18]([CH3:20])[CH3:19]. The yield is 0.400. (3) The reactants are [Cl:1][C:2]1[CH:3]=[CH:4][C:5]2[S:9][C:8]([SH:10])=[N:7][C:6]=2[CH:11]=1.[H-].[Na+].Cl[C:15]1[C:20]([Cl:21])=[CH:19][C:18]([N+:22]([O-:24])=[O:23])=[CH:17][C:16]=1[C:25](=[O:27])[CH3:26].C(C1C=CC=CC=1)(=O)C. The catalyst is CN(C=O)C. The product is [Cl:21][C:20]1[C:15]([S:10][C:8]2[S:9][C:5]3[CH:4]=[CH:3][C:2]([Cl:1])=[CH:11][C:6]=3[N:7]=2)=[C:16]([C:25](=[O:27])[CH3:26])[CH:17]=[C:18]([N+:22]([O-:24])=[O:23])[CH:19]=1. The yield is 0.520.